This data is from Catalyst prediction with 721,799 reactions and 888 catalyst types from USPTO. The task is: Predict which catalyst facilitates the given reaction. (1) The catalyst class is: 25. Product: [Br:6][C:7]1[C:12]([F:13])=[CH:11][CH:10]=[C:9]2[C:8]=1[NH:14][C:15](=[O:19])[C:16]2=[O:2]. Reactant: S(=O)(=O)(O)[OH:2].[Br:6][C:7]1[C:12]([F:13])=[CH:11][CH:10]=[CH:9][C:8]=1[NH:14][C:15](=[O:19])[CH:16]=NO. (2) Reactant: [C:1]([O:5][C:6]([N:8]1[CH2:13][CH2:12][CH:11]([NH2:14])[CH2:10][CH2:9]1)=[O:7])([CH3:4])([CH3:3])[CH3:2].Br[C:16]1[CH:23]=[CH:22][C:19]([C:20]#[N:21])=[CH:18][CH:17]=1.C(O[Na])(C)(C)C. Product: [C:1]([O:5][C:6]([N:8]1[CH2:13][CH2:12][CH:11]([NH:14][C:16]2[CH:23]=[CH:22][C:19]([C:20]#[N:21])=[CH:18][CH:17]=2)[CH2:10][CH2:9]1)=[O:7])([CH3:4])([CH3:2])[CH3:3]. The catalyst class is: 187. (3) Reactant: [N:1]1[C:10]2[C:5](=[CH:6][CH:7]=[CH:8][CH:9]=2)[CH:4]=[CH:3][C:2]=1[N:11]1[CH2:14][CH:13]([OH:15])[CH2:12]1.C([O-])([O-])=O.[Cs+].[Cs+].[Br:22][C:23]1[CH:24]=[N:25][CH:26]=[CH:27][C:28]=1Cl. Product: [Br:22][C:23]1[CH:24]=[N:25][CH:26]=[CH:27][C:28]=1[O:15][CH:13]1[CH2:12][N:11]([C:2]2[CH:3]=[CH:4][C:5]3[C:10](=[CH:9][CH:8]=[CH:7][CH:6]=3)[N:1]=2)[CH2:14]1. The catalyst class is: 18. (4) Reactant: [CH3:1][O:2][C:3]([C:5]1([S:11]([C:14]2[CH:19]=[CH:18][C:17]([O:20][CH2:21][C:22]#[C:23][CH3:24])=[CH:16][CH:15]=2)(=[O:13])=[O:12])[CH2:10][CH2:9][NH:8][CH2:7][CH2:6]1)=[O:4].C(N(CC)CC)C.[C:32](Cl)(=[O:39])[C:33]1[CH:38]=[CH:37][CH:36]=[CH:35][CH:34]=1.CN(C1C=CC=CN=1)C. Product: [CH3:1][O:2][C:3]([C:5]1([S:11]([C:14]2[CH:15]=[CH:16][C:17]([O:20][CH2:21][C:22]#[C:23][CH3:24])=[CH:18][CH:19]=2)(=[O:13])=[O:12])[CH2:10][CH2:9][N:8]([C:32](=[O:39])[C:33]2[CH:38]=[CH:37][CH:36]=[CH:35][CH:34]=2)[CH2:7][CH2:6]1)=[O:4]. The catalyst class is: 22. (5) Reactant: [O:1]=[C:2]([C:31]1[CH:36]=[CH:35][N:34]=[N:33][CH:32]=1)[CH2:3][CH:4]([C:12]1[CH:17]=[CH:16][C:15]([CH:18]2[CH2:23][CH2:22][N:21](C(OC(C)(C)C)=O)[CH2:20][CH2:19]2)=[CH:14][CH:13]=1)[C:5]1[CH:10]=[CH:9][CH:8]=[CH:7][C:6]=1[CH3:11].[ClH:37]. Product: [ClH:37].[ClH:37].[NH:21]1[CH2:22][CH2:23][CH:18]([C:15]2[CH:14]=[CH:13][C:12]([CH:4]([C:5]3[CH:10]=[CH:9][CH:8]=[CH:7][C:6]=3[CH3:11])[CH2:3][C:2]([C:31]3[CH:36]=[CH:35][N:34]=[N:33][CH:32]=3)=[O:1])=[CH:17][CH:16]=2)[CH2:19][CH2:20]1. The catalyst class is: 8. (6) Reactant: Br[C:2]([CH3:12])=[C:3]([C:5]1[CH:10]=[CH:9][C:8]([F:11])=[CH:7][CH:6]=1)[CH3:4].P([O-])([O-])([O-])=O.[K+].[K+].[K+].N1CCC[C@H]1C(O)=O.[CH3:29][N:30]1[CH2:43][CH2:42][C:33]2[NH:34][C:35]3[CH:36]=[CH:37][C:38]([CH3:41])=[CH:39][C:40]=3[C:32]=2[CH2:31]1. Product: [F:11][C:8]1[CH:9]=[CH:10][C:5](/[C:3](/[CH3:4])=[C:2](/[N:34]2[C:35]3[CH:36]=[CH:37][C:38]([CH3:41])=[CH:39][C:40]=3[C:32]3[CH2:31][N:30]([CH3:29])[CH2:43][CH2:42][C:33]2=3)\[CH3:12])=[CH:6][CH:7]=1. The catalyst class is: 122. (7) Reactant: [C:1]([C:5]1[CH:10]=[CH:9][C:8]([CH2:11][C:12](Cl)=[O:13])=[C:7]([O:15][CH3:16])[CH:6]=1)([CH3:4])([CH3:3])[CH3:2].[CH3:17][NH:18][CH3:19]. Product: [C:1]([C:5]1[CH:10]=[CH:9][C:8]([CH2:11][C:12]([N:18]([CH3:19])[CH3:17])=[O:13])=[C:7]([O:15][CH3:16])[CH:6]=1)([CH3:4])([CH3:3])[CH3:2]. The catalyst class is: 539. (8) Reactant: C(OC(=O)[NH:7][C:8]1[S:9][C:10]2[CH2:19][CH:18]([CH3:20])[CH2:17][C:16]3[C:12](=[CH:13][N:14]([CH2:21][C:22]4[CH:27]=[CH:26][C:25]([O:28][CH3:29])=[CH:24][CH:23]=4)[N:15]=3)[C:11]=2[N:30]=1)(C)(C)C. Product: [CH3:29][O:28][C:25]1[CH:24]=[CH:23][C:22]([CH2:21][N:14]2[CH:13]=[C:12]3[C:16]([CH2:17][CH:18]([CH3:20])[CH2:19][C:10]4[S:9][C:8]([NH2:7])=[N:30][C:11]=43)=[N:15]2)=[CH:27][CH:26]=1. The catalyst class is: 137. (9) Reactant: Cl[C:2]1[N:7]=[C:6]([C:8]#[C:9][C:10]2[CH:15]=[CH:14][CH:13]=[CH:12][C:11]=2[CH2:16][C:17]([O:19][CH3:20])=[O:18])[C:5]([CH3:21])=[CH:4][N:3]=1.[NH2:22][C:23]1[CH:24]=[CH:25][C:26]([CH:29]2[CH2:34][CH2:33][N:32]([C:35]([O:37][C:38]([CH3:41])([CH3:40])[CH3:39])=[O:36])[CH2:31][CH2:30]2)=[N:27][CH:28]=1.C([O-])([O-])=O.[Cs+].[Cs+].CC1(C)C2C(=C(P(C3C=CC=CC=3)C3C=CC=CC=3)C=CC=2)OC2C(P(C3C=CC=CC=3)C3C=CC=CC=3)=CC=CC1=2. Product: [CH3:20][O:19][C:17](=[O:18])[CH2:16][C:11]1[CH:12]=[CH:13][CH:14]=[CH:15][C:10]=1[C:9]#[C:8][C:6]1[C:5]([CH3:21])=[CH:4][N:3]=[C:2]([NH:22][C:23]2[CH:24]=[CH:25][C:26]([CH:29]3[CH2:34][CH2:33][N:32]([C:35]([O:37][C:38]([CH3:41])([CH3:40])[CH3:39])=[O:36])[CH2:31][CH2:30]3)=[N:27][CH:28]=2)[N:7]=1. The catalyst class is: 62.